The task is: Binary Classification. Given a miRNA mature sequence and a target amino acid sequence, predict their likelihood of interaction.. This data is from Experimentally validated miRNA-target interactions with 360,000+ pairs, plus equal number of negative samples. The miRNA is hsa-miR-504-3p with sequence GGGAGUGCAGGGCAGGGUUUC. The protein sequence of the target gene is MGNVLAASSPPAGPPPPPTPSLVGLPPPPPSPPGFTLPPLGGGLGTGSSTGRGSERTPGAAASGAAAASEDGSCGCLPNPGTFEECHRKCKELFPVQMEGVKLTVNKGLSNRFQVTHTVALGTIGESNYHFGVTYVGTKQLSPTEAFPVLVGDMDNSGSLNAQVIHQLSPGLRSKMAIQTQQSKFVNWQVDGEYRGSDFTAAVTLGNPDVLVGSGILVAHYLQSITPCLALGGELVYHRRPGEEGTVMSLAGKYTLNNWLATVTLGQAGMHATYYHKASDQLQVGVEFEASTRMQDTSAS.... Result: 0 (no interaction).